This data is from Reaction yield outcomes from USPTO patents with 853,638 reactions. The task is: Predict the reaction yield, written as a fraction of the theoretical maximum amount of product (1.0 means a 100% yield; for example, 0.34 means a 34% yield). (1) The reactants are Cl.[Si]([O:9][C:10]1([CH2:16][CH2:17][CH2:18][N:19]2[C:31]3[C:30]4[CH:29]=[CH:28][CH:27]=[CH:26][C:25]=4[N:24]=[CH:23][C:22]=3[N:21]=[C:20]2[CH2:32][O:33][CH2:34][CH3:35])[CH2:15][CH2:14][CH2:13][CH2:12][CH2:11]1)(C(C)(C)C)(C)C. The catalyst is CO. The product is [CH2:34]([O:33][CH2:32][C:20]1[N:19]([CH2:18][CH2:17][CH2:16][C:10]2([OH:9])[CH2:11][CH2:12][CH2:13][CH2:14][CH2:15]2)[C:31]2[C:30]3[CH:29]=[CH:28][CH:27]=[CH:26][C:25]=3[N:24]=[CH:23][C:22]=2[N:21]=1)[CH3:35]. The yield is 0.980. (2) The reactants are [OH-].[K+].C([O:5][C:6]([C:8]1[C:12]([CH3:13])=[C:11]([C:14]2[Se:15][C:16]([Br:19])=[CH:17][CH:18]=2)[N:10]([C:20]2[CH:25]=[CH:24][C:23]([Cl:26])=[CH:22][C:21]=2[Cl:27])[N:9]=1)=[O:7])C.O.Cl. The catalyst is CO. The product is [Br:19][C:16]1[Se:15][C:14]([C:11]2[N:10]([C:20]3[CH:25]=[CH:24][C:23]([Cl:26])=[CH:22][C:21]=3[Cl:27])[N:9]=[C:8]([C:6]([OH:7])=[O:5])[C:12]=2[CH3:13])=[CH:18][CH:17]=1. The yield is 0.950. (3) The yield is 0.0700. The catalyst is C(Cl)Cl. The reactants are [C:1]1([C:7]2[CH:12]=[C:11]([CH2:13][S:14]([N:17]3[CH2:22][C@H:21]([CH3:23])[NH:20][C@H:19]([CH3:24])[CH2:18]3)(=[O:16])=[O:15])[CH:10]=[CH:9][C:8]=2[NH:25][C:26]([C:28]2[N:29](COCC[Si](C)(C)C)[CH:30]=[C:31]([C:33]#[N:34])[N:32]=2)=[O:27])[CH2:6][CH2:5][CH2:4][CH2:3][CH:2]=1.CCO.C(O)(C(F)(F)F)=O. The product is [C:1]1([C:7]2[CH:12]=[C:11]([CH2:13][S:14]([N:17]3[CH2:18][C@H:19]([CH3:24])[NH:20][C@H:21]([CH3:23])[CH2:22]3)(=[O:15])=[O:16])[CH:10]=[CH:9][C:8]=2[NH:25][C:26]([C:28]2[NH:29][CH:30]=[C:31]([C:33]#[N:34])[N:32]=2)=[O:27])[CH2:6][CH2:5][CH2:4][CH2:3][CH:2]=1. (4) The reactants are Br[CH2:2][C:3]([O:5][CH2:6][CH3:7])=[O:4].[Cl:8][C:9]1[CH:14]=[CH:13][CH:12]=[C:11]([Cl:15])[C:10]=1[N:16]1[CH:38]=[CH:37][C:19]2[N:20]=[C:21]([NH:24][C:25]3[CH:30]=[CH:29][C:28]([N:31]4[CH2:36][CH2:35][NH:34][CH2:33][CH2:32]4)=[CH:27][CH:26]=3)[N:22]=[CH:23][C:18]=2[C:17]1=[O:39].C(N(CC)CC)C. The catalyst is C(Cl)Cl. The product is [Cl:8][C:9]1[CH:14]=[CH:13][CH:12]=[C:11]([Cl:15])[C:10]=1[N:16]1[CH:38]=[CH:37][C:19]2[N:20]=[C:21]([NH:24][C:25]3[CH:26]=[CH:27][C:28]([N:31]4[CH2:32][CH2:33][N:34]([CH2:2][C:3]([O:5][CH2:6][CH3:7])=[O:4])[CH2:35][CH2:36]4)=[CH:29][CH:30]=3)[N:22]=[CH:23][C:18]=2[C:17]1=[O:39]. The yield is 0.860. (5) The reactants are C([O:3][C:4](=[O:13])[CH2:5][C:6]1(O)[CH2:11][CH2:10][CH2:9][CH2:8][CH2:7]1)C.[C:14](#[N:21])[C:15]1[CH:20]=[CH:19][CH:18]=[CH:17][CH:16]=1.S(=O)(=O)(O)[OH:23]. The catalyst is O. The product is [C:14]([NH:21][C:6]1([CH2:5][C:4]([OH:3])=[O:13])[CH2:7][CH2:8][CH2:9][CH2:10][CH2:11]1)(=[O:23])[C:15]1[CH:20]=[CH:19][CH:18]=[CH:17][CH:16]=1. The yield is 0.750.